This data is from Kir2.1 potassium channel HTS with 301,493 compounds. The task is: Binary Classification. Given a drug SMILES string, predict its activity (active/inactive) in a high-throughput screening assay against a specified biological target. The compound is S(C(=S)N1C(CCCC1)C)CC(=O)/C(=c1\[nH]c2c([nH]1)cccc2)C#N. The result is 0 (inactive).